From a dataset of Forward reaction prediction with 1.9M reactions from USPTO patents (1976-2016). Predict the product of the given reaction. (1) Given the reactants [CH3:1][O:2][C:3](=[O:38])[CH2:4][C:5]1[CH:6]=[C:7]([C:13]2[CH:18]=[CH:17][C:16]([C:19]([F:22])([F:21])[F:20])=[CH:15][C:14]=2[CH2:23][N:24]2[C:28](=[O:29])[C:27]([CH3:36])([C:30]3[CH:35]=[CH:34][CH:33]=[CH:32][CH:31]=3)[NH:26][C:25]2=[O:37])[C:8]([O:11][CH3:12])=[CH:9][CH:10]=1.[H-].[Na+].Br[CH2:42][C:43]([O:45][CH3:46])=[O:44].Cl, predict the reaction product. The product is: [CH3:1][O:2][C:3](=[O:38])[CH2:4][C:5]1[CH:6]=[C:7]([C:13]2[CH:18]=[CH:17][C:16]([C:19]([F:21])([F:22])[F:20])=[CH:15][C:14]=2[CH2:23][N:24]2[C:28](=[O:29])[C:27]([CH3:36])([C:30]3[CH:35]=[CH:34][CH:33]=[CH:32][CH:31]=3)[N:26]([CH2:42][C:43]([O:45][CH3:46])=[O:44])[C:25]2=[O:37])[C:8]([O:11][CH3:12])=[CH:9][CH:10]=1. (2) Given the reactants [CH3:1][C:2]1[CH:14]=[C:13]([CH2:15][N:16]([CH2:33][CH2:34][CH2:35][CH2:36][CH3:37])[C:17]2[CH:18]=[C:19]([C:23]3[CH:28]=[CH:27][C:26]([C:29]([F:32])([F:31])[F:30])=[CH:25][CH:24]=3)[CH:20]=[CH:21][CH:22]=2)[CH:12]=[CH:11][C:3]=1[O:4][CH2:5][C:6]([O:8]CC)=[O:7].[OH-].[Na+], predict the reaction product. The product is: [CH3:1][C:2]1[CH:14]=[C:13]([CH2:15][N:16]([CH2:33][CH2:34][CH2:35][CH2:36][CH3:37])[C:17]2[CH:18]=[C:19]([C:23]3[CH:28]=[CH:27][C:26]([C:29]([F:30])([F:31])[F:32])=[CH:25][CH:24]=3)[CH:20]=[CH:21][CH:22]=2)[CH:12]=[CH:11][C:3]=1[O:4][CH2:5][C:6]([OH:8])=[O:7]. (3) Given the reactants Br[C:2]1[CH:3]=[CH:4][C:5]2[N:6]([C:8]([C:11]3[CH:16]=[CH:15][C:14]([F:17])=[CH:13][CH:12]=3)=[CH:9][N:10]=2)[CH:7]=1.[F:18][C:19]1[CH:24]=[CH:23][C:22]([N:25]2[C:29](B3OC(C)(C)C(C)(C)O3)=[CH:28][CH:27]=[N:26]2)=[CH:21][CH:20]=1.C([O-])([O-])=O.[Na+].[Na+].O, predict the reaction product. The product is: [F:17][C:14]1[CH:15]=[CH:16][C:11]([C:8]2[N:6]3[CH:7]=[C:2]([C:29]4[N:25]([C:22]5[CH:23]=[CH:24][C:19]([F:18])=[CH:20][CH:21]=5)[N:26]=[CH:27][CH:28]=4)[CH:3]=[CH:4][C:5]3=[N:10][CH:9]=2)=[CH:12][CH:13]=1. (4) Given the reactants [F:1][C:2]1[C:3]([O:18][CH2:19][C:20]2[CH:25]=[CH:24][CH:23]=[CH:22][CH:21]=2)=[C:4]([CH:15]=[CH:16][CH:17]=1)[C:5]([O:7]CC1C=CC=CC=1)=[O:6].[OH-].[Na+], predict the reaction product. The product is: [F:1][C:2]1[C:3]([O:18][CH2:19][C:20]2[CH:25]=[CH:24][CH:23]=[CH:22][CH:21]=2)=[C:4]([CH:15]=[CH:16][CH:17]=1)[C:5]([OH:7])=[O:6].